Dataset: Reaction yield outcomes from USPTO patents with 853,638 reactions. Task: Predict the reaction yield, written as a fraction of the theoretical maximum amount of product (1.0 means a 100% yield; for example, 0.34 means a 34% yield). The reactants are [Li]CCCC.[CH3:6][C:7]1[N:8]([C:13]2[CH:18]=[C:17]([CH3:19])[CH:16]=[C:15]([CH2:20]CC3C=CC=C(I)C=3)[N:14]=2)[C:9]([CH3:12])=[CH:10][CH:11]=1.[Br:29][C:30]1[CH:35]=[CH:34][CH:33]=[C:32]([CH:36]=[CH:37][N+:38]([O-:40])=[O:39])[N:31]=1. No catalyst specified. The product is [Br:29][C:30]1[N:31]=[C:32]([CH:36]([CH2:37][N+:38]([O-:40])=[O:39])[CH2:20][C:15]2[CH:16]=[C:17]([CH3:19])[CH:18]=[C:13]([N:8]3[C:9]([CH3:12])=[CH:10][CH:11]=[C:7]3[CH3:6])[N:14]=2)[CH:33]=[CH:34][CH:35]=1. The yield is 0.600.